From a dataset of Reaction yield outcomes from USPTO patents with 853,638 reactions. Predict the reaction yield, written as a fraction of the theoretical maximum amount of product (1.0 means a 100% yield; for example, 0.34 means a 34% yield). (1) The catalyst is CN(C)C=O. The reactants are [CH3:1][C:2]1[N:7]=[C:6]([NH:8][C:9]2[CH:14]=[C:13]([NH2:15])[C:12]([N+:16]([O-:18])=[O:17])=[CH:11][N:10]=2)[CH:5]=[C:4]([CH3:19])[N:3]=1.[H-].[Na+].[Cl:22][C:23]1[CH:31]=[CH:30][CH:29]=[C:28]([Cl:32])[C:24]=1[C:25](Cl)=[O:26]. The yield is 1.00. The product is [Cl:22][C:23]1[CH:31]=[CH:30][CH:29]=[C:28]([Cl:32])[C:24]=1[C:25]([NH:15][C:13]1[C:12]([N+:16]([O-:18])=[O:17])=[CH:11][N:10]=[C:9]([NH:8][C:6]2[CH:5]=[C:4]([CH3:19])[N:3]=[C:2]([CH3:1])[N:7]=2)[CH:14]=1)=[O:26]. (2) The reactants are CC1C2C(=CC=CC=2[N+]([O-])=O)NC=1.[CH3:14][C:15]1[C:23]2[C:18](=[CH:19][C:20]([N+:24]([O-])=O)=[CH:21][CH:22]=2)[NH:17][CH:16]=1. The catalyst is C(O)C.[Pd]. The product is [CH3:14][C:15]1[C:23]2[C:18](=[CH:19][C:20]([NH2:24])=[CH:21][CH:22]=2)[NH:17][CH:16]=1. The yield is 0.240.